This data is from Full USPTO retrosynthesis dataset with 1.9M reactions from patents (1976-2016). The task is: Predict the reactants needed to synthesize the given product. (1) Given the product [C:11]([O:15][C:16](=[O:31])[CH2:17][CH2:18][N:19]([C:23]1[CH:28]=[CH:27][C:26]([Cl:29])=[C:25]([Cl:30])[CH:24]=1)[CH2:20][CH:21]=[O:22])([CH3:14])([CH3:12])[CH3:13], predict the reactants needed to synthesize it. The reactants are: C(Cl)(=O)C(Cl)=O.CS(C)=O.[C:11]([O:15][C:16](=[O:31])[CH2:17][CH2:18][N:19]([C:23]1[CH:28]=[CH:27][C:26]([Cl:29])=[C:25]([Cl:30])[CH:24]=1)[CH2:20][CH2:21][OH:22])([CH3:14])([CH3:13])[CH3:12].C(N(CC)CC)C.OP([O-])(O)=O.[K+]. (2) Given the product [C:1]([O:24][C@@H:15]1[C@@H:16]([O:23][C:1](=[O:8])[C:2]2[CH:7]=[CH:6][CH:5]=[CH:4][CH:3]=2)[C@@H:17]([O:22][C:1](=[O:8])[C:2]2[CH:7]=[CH:6][CH:5]=[CH:4][CH:3]=2)[C@@H:18]([CH2:20][O:21][C:1](=[O:8])[C:2]2[CH:7]=[CH:6][CH:5]=[CH:4][CH:3]=2)[O:19][C@H:14]1[S:13][CH:11]([CH3:10])[CH3:12])(=[O:8])[C:2]1[CH:7]=[CH:6][CH:5]=[CH:4][CH:3]=1, predict the reactants needed to synthesize it. The reactants are: [C:1](Cl)(=[O:8])[C:2]1[CH:7]=[CH:6][CH:5]=[CH:4][CH:3]=1.[CH3:10][CH:11]([S:13][C@@H:14]1[O:19][C@H:18]([CH2:20][OH:21])[C@H:17]([OH:22])[C@H:16]([OH:23])[C@H:15]1[OH:24])[CH3:12]. (3) Given the product [CH3:22][O:21][C:17]1[CH:18]=[C:19]2[C:14](=[CH:15][CH:16]=1)[NH:13][C:12]([C:6]1[CH:7]=[CH:8][CH:9]=[CH:10][CH:11]=1)=[C:20]2[CH:29]=[O:30], predict the reactants needed to synthesize it. The reactants are: O=P(Cl)(Cl)Cl.[C:6]1([C:12]2[NH:13][C:14]3[C:19]([CH:20]=2)=[CH:18][C:17]([O:21][CH3:22])=[CH:16][CH:15]=3)[CH:11]=[CH:10][CH:9]=[CH:8][CH:7]=1.[OH-].[Na+].Cl.CN([CH:29]=[O:30])C. (4) The reactants are: Br[C:2]1[CH:3]=[C:4]([CH2:15][C:16]([O-:18])=[O:17])[CH:5]=[C:6]([Cl:14])[C:7]=1[O:8][CH2:9][C:10]([F:13])([F:12])[F:11].[F:19][C:20]([F:31])([F:30])[C:21]1[CH:26]=[CH:25][C:24](B(O)O)=[CH:23][CH:22]=1.[F-].[Cs+].CO[CH2:36][CH2:37]OC. Given the product [Cl:14][C:6]1[CH:5]=[C:4]([CH2:15][C:16]([O:18][CH2:36][CH3:37])=[O:17])[CH:3]=[C:2]([C:24]2[CH:25]=[CH:26][C:21]([C:20]([F:31])([F:30])[F:19])=[CH:22][CH:23]=2)[C:7]=1[O:8][CH2:9][C:10]([F:13])([F:12])[F:11], predict the reactants needed to synthesize it. (5) Given the product [C:14]1([C:7]2[CH2:8][CH2:9][CH2:10][CH2:11][CH2:12][CH2:13][C:6]=2[C:4]([OH:5])=[O:3])[CH:19]=[CH:18][CH:17]=[CH:16][CH:15]=1, predict the reactants needed to synthesize it. The reactants are: C([O:3][C:4]([C:6]1[CH2:13][CH2:12][CH2:11][CH2:10][CH2:9][CH2:8][C:7]=1[C:14]1[CH:19]=[CH:18][CH:17]=[CH:16][CH:15]=1)=[O:5])C.[Li+].[OH-].